From a dataset of Forward reaction prediction with 1.9M reactions from USPTO patents (1976-2016). Predict the product of the given reaction. (1) Given the reactants [C:1]([O:5][C:6]([NH:8][C@@H:9]1[CH2:11][C@H:10]1[C:12]1[CH:22]=[CH:21][C:15]([C:16]([O:18]CC)=[O:17])=[CH:14][CH:13]=1)=[O:7])([CH3:4])([CH3:3])[CH3:2].[OH-].[Na+].O.C(OCC)(=O)C, predict the reaction product. The product is: [C:1]([O:5][C:6]([NH:8][C@@H:9]1[CH2:11][C@H:10]1[C:12]1[CH:13]=[CH:14][C:15]([C:16]([OH:18])=[O:17])=[CH:21][CH:22]=1)=[O:7])([CH3:4])([CH3:2])[CH3:3]. (2) Given the reactants Cl[C:2]1[CH:3]=[C:4]([F:35])[C:5]([C:8]([N:10]2[CH2:15][CH2:14][N:13]([CH2:16][CH:17]([N:21]3[CH:25]=[C:24]([C:26]4[C:27]5[CH:34]=[CH:33][NH:32][C:28]=5[N:29]=[CH:30][N:31]=4)[CH:23]=[N:22]3)[CH2:18][C:19]#[N:20])[CH2:12][CH2:11]2)=[O:9])=[N:6][CH:7]=1.C1(P(C2CCCCC2)C2C=CC=CC=2C2C(OC)=CC=CC=2OC)CCCCC1.[CH3:65][N:66](C=O)C, predict the reaction product. The product is: [C:19]([CH2:18][CH:17]([N:21]1[CH:25]=[C:24]([C:26]2[C:27]3[CH:34]=[CH:33][NH:32][C:28]=3[N:29]=[CH:30][N:31]=2)[CH:23]=[N:22]1)[CH2:16][N:13]1[CH2:14][CH2:15][N:10]([C:8]([C:5]2[C:4]([F:35])=[CH:3][C:2]([C:65]#[N:66])=[CH:7][N:6]=2)=[O:9])[CH2:11][CH2:12]1)#[N:20]. (3) Given the reactants [CH3:1][N:2]1[C@@H:18]2[CH2:19][C:7]3[CH:8]=[CH:9][C:10]([O:22][CH3:23])=[C:11]4[O:12][C@H:13]5[C:14]([O:20]C)=[CH:15][CH:16]=[C:17]2[C@:5]5([C:6]=34)[CH2:4][CH2:3]1.[OH:24]O.[OH-].[NH4+], predict the reaction product. The product is: [CH3:1][N:2]1[C@@H:18]2[CH2:19][C:7]3[CH:8]=[CH:9][C:10]([O:22][CH3:23])=[C:11]4[O:12][CH:13]5[C:14]([CH:15]=[CH:16][C@:17]2([OH:24])[C@:5]5([C:6]=34)[CH2:4][CH2:3]1)=[O:20]. (4) Given the reactants ClC1C=C(C=CC=1)C(OO)=[O:6].[F:12][C:13]1[CH:14]=[C:15]([C:20]2[N:21]=[C:22]([N:29]3[C:37]4[C:32](=[CH:33][CH:34]=[C:35]([O:38][CH2:39][C:40]([N:42]([CH3:44])[CH3:43])=[O:41])[CH:36]=4)[CH2:31][CH2:30]3)[C:23]3[CH2:28][S:27][CH2:26][C:24]=3[N:25]=2)[CH:16]=[CH:17][C:18]=1[F:19], predict the reaction product. The product is: [F:12][C:13]1[CH:14]=[C:15]([C:20]2[N:21]=[C:22]([N:29]3[C:37]4[C:32](=[CH:33][CH:34]=[C:35]([O:38][CH2:39][C:40]([N:42]([CH3:44])[CH3:43])=[O:41])[CH:36]=4)[CH2:31][CH2:30]3)[C:23]3[CH2:28][S:27](=[O:6])[CH2:26][C:24]=3[N:25]=2)[CH:16]=[CH:17][C:18]=1[F:19]. (5) Given the reactants Cl[C:2]1[N:7]=[C:6]([NH:8][C:9]2[CH:14]=[CH:13][CH:12]=[C:11]([OH:15])[CH:10]=2)[C:5]([F:16])=[CH:4][N:3]=1.[CH2:17]([NH:20][C:21]([C:23]1[CH:24]=[C:25]([CH:27]=[CH:28][CH:29]=1)[NH2:26])=[O:22])[CH2:18][CH3:19], predict the reaction product. The product is: [F:16][C:5]1[C:6]([NH:8][C:9]2[CH:14]=[CH:13][CH:12]=[C:11]([OH:15])[CH:10]=2)=[N:7][C:2]([NH:26][C:25]2[CH:27]=[CH:28][CH:29]=[C:23]([C:21]([NH:20][CH2:17][CH2:18][CH3:19])=[O:22])[CH:24]=2)=[N:3][CH:4]=1. (6) Given the reactants [F:1][C:2]1[CH:7]=[CH:6][C:5]([C:8]2[N:12]=[C:11]([C:13]3[CH:18]=[CH:17][C:16]([F:19])=[CH:15][CH:14]=3)[N:10]([CH2:20][C:21](O)=[O:22])[N:9]=2)=[CH:4][CH:3]=1.CCN(C(C)C)C(C)C.Br.Br.[S:35]1[C:44]2[CH2:43][CH2:42][NH:41][CH2:40][CH2:39][C:38]=2[N:37]=[C:36]1[NH2:45].C(=O)([O-])O.[Na+], predict the reaction product. The product is: [NH2:45][C:36]1[S:35][C:44]2[CH2:43][CH2:42][N:41]([C:21](=[O:22])[CH2:20][N:10]3[C:11]([C:13]4[CH:14]=[CH:15][C:16]([F:19])=[CH:17][CH:18]=4)=[N:12][C:8]([C:5]4[CH:6]=[CH:7][C:2]([F:1])=[CH:3][CH:4]=4)=[N:9]3)[CH2:40][CH2:39][C:38]=2[N:37]=1.